This data is from Reaction yield outcomes from USPTO patents with 853,638 reactions. The task is: Predict the reaction yield, written as a fraction of the theoretical maximum amount of product (1.0 means a 100% yield; for example, 0.34 means a 34% yield). (1) The yield is 0.980. The reactants are [CH3:1][NH:2][CH2:3][C@@H:4]([C@H:6]([C@@H:8]([C@@H:10]([CH2:12][OH:13])[OH:11])[OH:9])[OH:7])[OH:5].[CH:14](=O)[CH2:15][CH2:16][CH2:17][CH2:18][CH3:19]. The catalyst is [Pd].CO. The product is [CH3:1][N:2]([CH2:14][CH2:15][CH2:16][CH2:17][CH2:18][CH3:19])[CH2:3][C@@H:4]([C@H:6]([C@@H:8]([C@@H:10]([CH2:12][OH:13])[OH:11])[OH:9])[OH:7])[OH:5]. (2) The reactants are [Br:1][C:2]1[N:3]=[C:4]2[C:10]([C:11]([OH:13])=O)=[CH:9][N:8]([CH2:14][O:15][CH2:16][CH2:17][Si:18]([CH3:21])([CH3:20])[CH3:19])[C:5]2=[N:6][CH:7]=1.C(N(CC)C(C)C)(C)C.F[B-](F)(F)F.N1(OC(N(C)C)=[N+](C)C)C2C=CC=CC=2N=N1.[NH2:53][CH2:54][C:55]([CH3:59])([CH3:58])[CH2:56][OH:57]. The catalyst is C(#N)C.C(OCC)(=O)C.O. The product is [OH:57][CH2:56][C:55]([CH3:59])([CH3:58])[CH2:54][NH:53][C:11]([C:10]1[C:4]2[C:5](=[N:6][CH:7]=[C:2]([Br:1])[N:3]=2)[N:8]([CH2:14][O:15][CH2:16][CH2:17][Si:18]([CH3:21])([CH3:20])[CH3:19])[CH:9]=1)=[O:13]. The yield is 0.810. (3) The reactants are [F:1][C:2]1[C:3]([N:10]2[N:14]=[CH:13][CH:12]=[N:11]2)=[C:4]([CH:7]=[CH:8][CH:9]=1)[C:5]#N.[OH-:15].[Na+].Cl.C[OH:19]. No catalyst specified. The yield is 0.180. The product is [F:1][C:2]1[C:3]([N:10]2[N:14]=[CH:13][CH:12]=[N:11]2)=[C:4]([CH:7]=[CH:8][CH:9]=1)[C:5]([OH:19])=[O:15]. (4) The reactants are I[C:2]1[CH:7]=[CH:6][N:5]=[C:4]2[N:8]([C:11]([C:24]3[CH:29]=[CH:28][CH:27]=[CH:26][CH:25]=3)([C:18]3[CH:23]=[CH:22][CH:21]=[CH:20][CH:19]=3)[C:12]3[CH:17]=[CH:16][CH:15]=[CH:14][CH:13]=3)[N:9]=[CH:10][C:3]=12.[N:30]1[CH:34]=[CH:33][CH2:32][N:31]=1.C([O-])([O-])=O.[Na+].[Na+]. The catalyst is COCCOC.CCOC(C)=O.O.C1C=CC([P]([Pd]([P](C2C=CC=CC=2)(C2C=CC=CC=2)C2C=CC=CC=2)([P](C2C=CC=CC=2)(C2C=CC=CC=2)C2C=CC=CC=2)[P](C2C=CC=CC=2)(C2C=CC=CC=2)C2C=CC=CC=2)(C2C=CC=CC=2)C2C=CC=CC=2)=CC=1. The product is [NH:30]1[CH:34]=[C:33]([C:2]2[CH:7]=[CH:6][N:5]=[C:4]3[N:8]([C:11]([C:24]4[CH:25]=[CH:26][CH:27]=[CH:28][CH:29]=4)([C:12]4[CH:13]=[CH:14][CH:15]=[CH:16][CH:17]=4)[C:18]4[CH:19]=[CH:20][CH:21]=[CH:22][CH:23]=4)[N:9]=[CH:10][C:3]=23)[CH:32]=[N:31]1. The yield is 0.490. (5) The reactants are [NH:1]1[C:9]2[C:4](=[CH:5][CH:6]=[C:7]([CH:10]([C:16]3[CH:21]=[CH:20][C:19]([Cl:22])=[CH:18][CH:17]=3)[CH2:11][C:12]([NH:14][CH3:15])=O)[CH:8]=2)[CH:3]=[CH:2]1.N1C2C(=CC=CC=2C(C2C=CC=CC=2)CCNC)C=C1. No catalyst specified. The product is [ClH:22].[NH:1]1[C:9]2[C:4](=[CH:5][CH:6]=[C:7]([CH:10]([C:16]3[CH:17]=[CH:18][C:19]([Cl:22])=[CH:20][CH:21]=3)[CH2:11][CH2:12][NH:14][CH3:15])[CH:8]=2)[CH:3]=[CH:2]1. The yield is 0.920. (6) The reactants are Cl[C:2]1[N:7]=[C:6]([NH2:8])[N:5]=[C:4]([NH:9][C:10]2[CH:15]=[CH:14][C:13]([CH3:16])=[CH:12][CH:11]=2)[CH:3]=1.Cl.[CH3:18][NH:19][CH3:20].C(N(CC)CC)C. The catalyst is CN(C=O)C. The product is [CH3:18][N:19]([CH3:20])[C:2]1[CH:3]=[C:4]([NH:9][C:10]2[CH:15]=[CH:14][C:13]([CH3:16])=[CH:12][CH:11]=2)[N:5]=[C:6]([NH2:8])[N:7]=1. The yield is 0.400. (7) The reactants are [CH3:1][C:2]1[O:6][N:5]=[C:4]([CH2:7][OH:8])[CH:3]=1.[N+:9]([C:12]1[CH:19]=[CH:18][CH:17]=[C:16]([N+]([O-])=O)[C:13]=1[C:14]#[N:15])([O-:11])=[O:10]. No catalyst specified. The product is [CH3:1][C:2]1[O:6][N:5]=[C:4]([CH2:7][O:8][C:16]2[CH:17]=[CH:18][CH:19]=[C:12]([N+:9]([O-:11])=[O:10])[C:13]=2[C:14]#[N:15])[CH:3]=1. The yield is 0.860.